Dataset: HIV replication inhibition screening data with 41,000+ compounds from the AIDS Antiviral Screen. Task: Binary Classification. Given a drug SMILES string, predict its activity (active/inactive) in a high-throughput screening assay against a specified biological target. (1) The compound is CC1CC(c2ccc(Cl)cc2)=Nc2ccccc2S1. The result is 0 (inactive). (2) The molecule is Cc1ccc(S(=O)(=O)N2CCNCCN(S(=O)(=O)c3ccc(C)cc3)CCNCC2)cc1. The result is 0 (inactive). (3) The molecule is [N-]=[N+]=NC1C2CC3C4CC5CC3C1C(C5)C4C2. The result is 0 (inactive). (4) The compound is COc1ccc(C2C(Cl)C(=O)N2NC(=O)c2ccccc2O)cc1. The result is 0 (inactive). (5) The compound is S=C(Nc1ccc2c3c(cccc13)CC2)Nc1ccc2c3c(cccc13)CC2. The result is 0 (inactive).